From a dataset of Reaction yield outcomes from USPTO patents with 853,638 reactions. Predict the reaction yield, written as a fraction of the theoretical maximum amount of product (1.0 means a 100% yield; for example, 0.34 means a 34% yield). (1) The reactants are C1(C2C=CC=C(C)C=2[OH:11])CC1.CC(C)([O-])C.[K+].ClC1N=[N+]([O-])C(Cl)=CC=1.[Cl:27][C:28]1[N+:33]([O-])=[N:32][C:31]([O:35][C:36]2[C:41]([CH3:42])=[CH:40][CH:39]=[CH:38][C:37]=2[CH:43]2[CH2:45][CH2:44]2)=[CH:30][CH:29]=1.ClC1N=[N+]([O-])C(OC2C(C)=CC=CC=2C2CC2)=CC=1. The catalyst is CS(C)=O.O1CCOCC1. The product is [Cl:27][C:28]1[N:33]=[N:32][C:31]([O:35][C:36]2[C:41]([CH3:42])=[CH:40][CH:39]=[CH:38][C:37]=2[CH:43]2[CH2:45][CH2:44]2)=[C:30]([OH:11])[CH:29]=1. The yield is 0.538. (2) The reactants are [CH:1]1([NH:7][C:8]2[C:13]([N+:14]([O-])=O)=[CH:12][N:11]=[C:10]3[CH:17]=[CH:18][S:19][C:9]=23)[CH2:6][CH2:5][CH2:4][CH2:3][CH2:2]1. The catalyst is [Pd].CO. The product is [CH:1]1([NH:7][C:8]2[C:13]([NH2:14])=[CH:12][N:11]=[C:10]3[CH:17]=[CH:18][S:19][C:9]=23)[CH2:2][CH2:3][CH2:4][CH2:5][CH2:6]1. The yield is 0.720. (3) The catalyst is C1COCC1.CN(C)C1C=CN=CC=1. The reactants are [CH2:1]([O:3][C:4]1[CH:5]=[C:6]2[C:11](=[CH:12][C:13]=1[O:14][CH3:15])[N:10]=[CH:9][N:8]=[C:7]2[O:16][C:17]1[CH:18]=[C:19]([CH:21]=[CH:22][CH:23]=1)[NH2:20])[CH3:2].[F:24][C:25]([F:45])([F:44])[C:26]([C:29]1[O:33][N:32]=[C:31]([NH:34][C:35](=O)[O:36]C2C=CC=CC=2)[CH:30]=1)([CH3:28])[CH3:27]. The product is [CH2:1]([O:3][C:4]1[CH:5]=[C:6]2[C:11](=[CH:12][C:13]=1[O:14][CH3:15])[N:10]=[CH:9][N:8]=[C:7]2[O:16][C:17]1[CH:18]=[C:19]([NH:20][C:35]([NH:34][C:31]2[CH:30]=[C:29]([C:26]([CH3:28])([CH3:27])[C:25]([F:45])([F:44])[F:24])[O:33][N:32]=2)=[O:36])[CH:21]=[CH:22][CH:23]=1)[CH3:2]. The yield is 0.280. (4) The reactants are [CH3:1][C:2]1[C:7]([CH3:8])=[CH:6][CH:5]=[C:4]([CH3:9])[C:3]=1[OH:10].[C:11]1(=O)[O:16][C:14](=[O:15])[C:13]2=[CH:17][CH:18]=[CH:19][CH:20]=[C:12]12. No catalyst specified. The product is [OH:10][C:3]1[C:4]([CH3:9])=[CH:5][C:6]([C:11]2([C:6]3[CH:5]=[C:4]([CH3:9])[C:3]([OH:10])=[C:2]([CH3:1])[C:7]=3[CH3:8])[C:12]3[C:13](=[CH:17][CH:18]=[CH:19][CH:20]=3)[C:14](=[O:15])[O:16]2)=[C:7]([CH3:8])[C:2]=1[CH3:1]. The yield is 0.730. (5) The reactants are C([O-])(=O)C.C([O-])(=O)C.[CH3:9][O:10][C:11]1[CH:16]=[CH:15][C:14]([IH+:17])=[CH:13][CH:12]=1.[CH3:18][O:19][C:20]1[CH:25]=[CH:24][C:23]([IH+])=[CH:22][CH:21]=1.[F:27][C:28]([F:33])([F:32])[C:29]([OH:31])=[O:30].C1(OC)C=CC=CC=1. The catalyst is ClCCl. The product is [F:27][C:28]([F:33])([F:32])[C:29]([O-:31])=[O:30].[CH3:9][O:10][C:11]1[CH:16]=[CH:15][C:14]([I+:17][C:23]2[CH:24]=[CH:25][C:20]([O:19][CH3:18])=[CH:21][CH:22]=2)=[CH:13][CH:12]=1. The yield is 0.710. (6) The reactants are [C:1]([O:5][CH2:6][CH3:7])(=[O:4])[CH2:2][SH:3].[Br:8][C:9]1[CH:16]=[CH:15][C:12]([CH:13]=O)=[C:11](F)[CH:10]=1.C(N(CC)CC)C. The catalyst is CS(C)=O. The product is [Br:8][C:9]1[CH:10]=[CH:11][C:12]2[CH:13]=[C:2]([C:1]([O:5][CH2:6][CH3:7])=[O:4])[S:3][C:15]=2[CH:16]=1. The yield is 0.920. (7) The reactants are [OH:1][CH2:2][C@H:3]1[O:7][C:6]([CH3:9])([CH3:8])[O:5][C@H:4]1[CH:10]=[CH:11][C:12]([O:14][CH2:15][CH3:16])=[O:13]. The catalyst is C(O)C.[Pd]. The product is [OH:1][CH2:2][C@H:3]1[O:7][C:6]([CH3:8])([CH3:9])[O:5][C@H:4]1[CH2:10][CH2:11][C:12]([O:14][CH2:15][CH3:16])=[O:13]. The yield is 0.970.